From a dataset of Peptide-MHC class I binding affinity with 185,985 pairs from IEDB/IMGT. Regression. Given a peptide amino acid sequence and an MHC pseudo amino acid sequence, predict their binding affinity value. This is MHC class I binding data. (1) The peptide sequence is YLREHIRAM. The MHC is HLA-B45:06 with pseudo-sequence HLA-B45:06. The binding affinity (normalized) is 0.213. (2) The peptide sequence is FLFAFLSAA. The MHC is HLA-A02:01 with pseudo-sequence HLA-A02:01. The binding affinity (normalized) is 1.00. (3) The peptide sequence is ELNGKNIEDV. The MHC is HLA-A02:06 with pseudo-sequence HLA-A02:06. The binding affinity (normalized) is 0. (4) The peptide sequence is MRHNSREPY. The MHC is HLA-A02:01 with pseudo-sequence HLA-A02:01. The binding affinity (normalized) is 0.0847.